This data is from Catalyst prediction with 721,799 reactions and 888 catalyst types from USPTO. The task is: Predict which catalyst facilitates the given reaction. (1) Product: [C:1]([O:5][C:6]([N:8]1[CH2:13][CH2:12][C:11]([CH2:19][C:23]#[N:24])([CH:14]2[CH2:15][CH2:16][CH2:17][CH2:18]2)[CH2:10][CH2:9]1)=[O:7])([CH3:4])([CH3:3])[CH3:2]. The catalyst class is: 23. Reactant: [C:1]([O:5][C:6]([N:8]1[CH2:13][CH2:12][C:11]([CH:19]([C:23]#[N:24])C(O)=O)([CH:14]2[CH2:18][CH2:17][CH2:16][CH2:15]2)[CH2:10][CH2:9]1)=[O:7])([CH3:4])([CH3:3])[CH3:2]. (2) Reactant: C([N:5]1[CH2:9][CH2:8][N:7]([C:10]2[CH:15]=[CH:14][C:13]([N:16]3[CH:21]=[C:20]([O:22][CH3:23])[C:19](=[O:24])[C:18]([C:25]4[N:29]([C:30]5[CH:35]=[CH:34][CH:33]=[CH:32][CH:31]=5)[N:28]=[CH:27][CH:26]=4)=[N:17]3)=[C:12]([F:36])[CH:11]=2)[C:6]1=[O:37])(C)(C)C. Product: [F:36][C:12]1[CH:11]=[C:10]([N:7]2[CH2:8][CH2:9][NH:5][C:6]2=[O:37])[CH:15]=[CH:14][C:13]=1[N:16]1[CH:21]=[C:20]([O:22][CH3:23])[C:19](=[O:24])[C:18]([C:25]2[N:29]([C:30]3[CH:31]=[CH:32][CH:33]=[CH:34][CH:35]=3)[N:28]=[CH:27][CH:26]=2)=[N:17]1. The catalyst class is: 55.